Dataset: Forward reaction prediction with 1.9M reactions from USPTO patents (1976-2016). Task: Predict the product of the given reaction. (1) Given the reactants [CH3:1][C:2]1[C:7]([CH3:8])=[C:6]([N+:9]([O-:11])=[O:10])[CH:5]=[CH:4][N+:3]=1[O-].P(Cl)(Cl)Cl.O.[OH-].[Na+], predict the reaction product. The product is: [CH3:1][C:2]1[C:7]([CH3:8])=[C:6]([N+:9]([O-:11])=[O:10])[CH:5]=[CH:4][N:3]=1. (2) Given the reactants [F:1][C:2]1[CH:11]=[C:10]2[C:5]([CH:6]=[C:7]([CH2:22][CH2:23][CH3:24])[C:8]([C:16]3[CH:21]=[CH:20][CH:19]=[CH:18][CH:17]=3)=[C:9]2[O:12]COC)=[CH:4][C:3]=1[O:25][CH3:26].Cl, predict the reaction product. The product is: [F:1][C:2]1[CH:11]=[C:10]2[C:5]([CH:6]=[C:7]([CH2:22][CH2:23][CH3:24])[C:8]([C:16]3[CH:21]=[CH:20][CH:19]=[CH:18][CH:17]=3)=[C:9]2[OH:12])=[CH:4][C:3]=1[O:25][CH3:26].